Dataset: Reaction yield outcomes from USPTO patents with 853,638 reactions. Task: Predict the reaction yield, written as a fraction of the theoretical maximum amount of product (1.0 means a 100% yield; for example, 0.34 means a 34% yield). (1) The reactants are [C:1](N1C=CC=CC1=O)(N1C=CC=CC1=O)=[S:2].[Br:17][C:18]1[CH:27]=[C:26]2[C:21]([CH:22]=[C:23]([NH2:28])[N:24]=[CH:25]2)=[CH:20][CH:19]=1.BrC1C=CC=C2C=1C=C(N)N=C2. The catalyst is ClCCl. The product is [Br:17][C:18]1[CH:27]=[C:26]2[C:21]([CH:22]=[C:23]([N:28]=[C:1]=[S:2])[N:24]=[CH:25]2)=[CH:20][CH:19]=1. The yield is 0.220. (2) The reactants are [Cl:1][C:2]1[C:3]([CH2:14][CH3:15])=[C:4]([Cl:13])[C:5]2[O:10][CH2:9][C:8](=[O:11])[NH:7][C:6]=2[CH:12]=1.C([O-])([O-])=O.[Cs+].[Cs+].[Cl:22][CH2:23][CH2:24][CH2:25]I. The catalyst is CCCCCCC.CCOC(C)=O. The product is [Cl:1][C:2]1[C:3]([CH2:14][CH3:15])=[C:4]([Cl:13])[C:5]2[O:10][CH2:9][C:8](=[O:11])[N:7]([CH2:25][CH2:24][CH2:23][Cl:22])[C:6]=2[CH:12]=1. The yield is 0.670. (3) The reactants are [OH-:1].[Na+].[OH-].[NH4+].[Cl:5][C:6]1[O:10][C:9]([CH:11]=[O:12])=[CH:8][CH:7]=1. The catalyst is O.CO.[N+]([O-])([O-])=O.[Ag+]. The product is [Cl:5][C:6]1[O:10][C:9]([C:11]([OH:1])=[O:12])=[CH:8][CH:7]=1. The yield is 0.950.